This data is from HIV replication inhibition screening data with 41,000+ compounds from the AIDS Antiviral Screen. The task is: Binary Classification. Given a drug SMILES string, predict its activity (active/inactive) in a high-throughput screening assay against a specified biological target. The molecule is CC1(C)CCC2=C(O1)C(=O)c1ccccc1C2=O. The result is 0 (inactive).